Dataset: Catalyst prediction with 721,799 reactions and 888 catalyst types from USPTO. Task: Predict which catalyst facilitates the given reaction. (1) Reactant: C(OC(=O)[NH:10][CH2:11][CH2:12][CH2:13][CH2:14][C@H:15]([NH:23][C:24]([CH:26]1[CH2:30][CH2:29][CH2:28][CH2:27]1)=[O:25])[C:16](=[O:22])[C:17]1[S:18][CH:19]=[CH:20][N:21]=1)C1C=CC=CC=1.Br.CC(O)=O. Product: [NH2:10][CH2:11][CH2:12][CH2:13][CH2:14][C@H:15]([NH:23][C:24]([CH:26]1[CH2:27][CH2:28][CH2:29][CH2:30]1)=[O:25])[C:16]([C:17]1[S:18][CH:19]=[CH:20][N:21]=1)=[O:22]. The catalyst class is: 52. (2) Reactant: [NH2:1][C:2]1[CH:6]=[CH:5][S:4][C:3]=1[C:7]([O:9][CH3:10])=[O:8].[Cl:11][C:12]1[CH:17]=[CH:16][C:15]([S:18](Cl)(=[O:20])=[O:19])=[CH:14][CH:13]=1.N1C=CC=CC=1. Product: [Cl:11][C:12]1[CH:17]=[CH:16][C:15]([S:18]([NH:1][C:2]2[CH:6]=[CH:5][S:4][C:3]=2[C:7]([O:9][CH3:10])=[O:8])(=[O:20])=[O:19])=[CH:14][CH:13]=1. The catalyst class is: 4. (3) Reactant: [C:1]1([N:7]2[C:15](=[O:16])[C:14]3[C@@H:13]4[C:17]([CH3:19])([CH3:18])[C@@:10]([CH3:20])([CH2:11][CH2:12]4)[C:9]=3[NH:8]2)[CH:6]=[CH:5][CH:4]=[CH:3][CH:2]=1.Br[CH2:22][CH2:23][C:24]1[CH:29]=[CH:28][CH:27]=[CH:26][CH:25]=1.ClCCl. Product: [CH3:20][C@@:10]12[C:17]([CH3:19])([CH3:18])[C@@H:13]([C:14]3[C:15](=[O:16])[N:7]([C:1]4[CH:2]=[CH:3][CH:4]=[CH:5][CH:6]=4)[N:8]([CH2:22][CH2:23][C:24]4[CH:29]=[CH:28][CH:27]=[CH:26][CH:25]=4)[C:9]=31)[CH2:12][CH2:11]2. The catalyst class is: 711. (4) Reactant: [I:1][C:2]1[C:6]2[N:7]=[CH:8][N:9]=[C:10]([NH2:11])[C:5]=2[NH:4][N:3]=1.F[C:13]1[CH:18]=[CH:17][C:16]([N+:19]([O-:21])=[O:20])=[C:15]([O:22][CH3:23])[CH:14]=1.[H-].[Na+]. Product: [I:1][C:2]1[C:6]2[N:7]=[CH:8][N:9]=[C:10]([NH2:11])[C:5]=2[N:4]([C:13]2[CH:18]=[CH:17][C:16]([N+:19]([O-:21])=[O:20])=[C:15]([O:22][CH3:23])[CH:14]=2)[N:3]=1. The catalyst class is: 9. (5) Reactant: C(OC([N:8]1[CH2:13][CH2:12][N:11]([C:14]2[N:19]=[CH:18][C:17]([C:20]3[CH:21]=[N:22][CH:23]=[C:24]([C:26]4[C:35]5[C:30](=[N:31][CH:32]=[CH:33][CH:34]=5)[N:29]=[C:28]([C:36]5[CH:41]=[C:40]([Cl:42])[CH:39]=[CH:38][C:37]=5[F:43])[CH:27]=4)[CH:25]=3)=[CH:16][CH:15]=2)[CH2:10][CH2:9]1)=O)(C)(C)C.Cl. Product: [ClH:42].[Cl:42][C:40]1[CH:39]=[CH:38][C:37]([F:43])=[C:36]([C:28]2[CH:27]=[C:26]([C:24]3[CH:25]=[C:20]([C:17]4[CH:18]=[N:19][C:14]([N:11]5[CH2:12][CH2:13][NH:8][CH2:9][CH2:10]5)=[CH:15][CH:16]=4)[CH:21]=[N:22][CH:23]=3)[C:35]3[C:30](=[N:31][CH:32]=[CH:33][CH:34]=3)[N:29]=2)[CH:41]=1. The catalyst class is: 12. (6) Reactant: [CH3:1][C:2]1[NH:3][C:4]([CH3:18])=[C:5]([C:9]2[CH:14]=[CH:13][C:12]([N+:15]([O-:17])=[O:16])=[CH:11][CH:10]=2)[C:6](=[O:8])[N:7]=1.[CH3:19][O:20][C:21](=[O:37])[CH2:22][C@H:23]([C:25]1[CH:30]=[CH:29][C:28]([CH2:31]OS(C)(=O)=O)=[CH:27][CH:26]=1)[CH3:24].C(=O)([O-])[O-].[Cs+].[Cs+]. Product: [CH3:1][C:2]1[N:7]([CH2:31][C:28]2[CH:27]=[CH:26][C:25]([C@H:23]([CH3:24])[CH2:22][C:21]([O:20][CH3:19])=[O:37])=[CH:30][CH:29]=2)[C:6](=[O:8])[C:5]([C:9]2[CH:10]=[CH:11][C:12]([N+:15]([O-:17])=[O:16])=[CH:13][CH:14]=2)=[C:4]([CH3:18])[N:3]=1. The catalyst class is: 42.